Dataset: Full USPTO retrosynthesis dataset with 1.9M reactions from patents (1976-2016). Task: Predict the reactants needed to synthesize the given product. (1) Given the product [C:37]([NH2:39])(=[O:38])[C:36]1[CH:69]=[CH:70][CH:33]=[CH:34][CH:35]=1, predict the reactants needed to synthesize it. The reactants are: C(CC(O)=O)#N.CN(C(ON1N=NC2C=CC=NC1=2)=[N+](C)C)C.F[P-](F)(F)(F)(F)F.Cl.Cl[C:33]1[CH:70]=[CH:69][C:36]([C:37]([NH:39]C2N(CC3CCCN3)C3C=CC(CN([C@H](C(C)(C)C)C)C(=O)C(F)(F)F)=CC=3N=2)=[O:38])=[CH:35][CH:34]=1.CCN(C(C)C)C(C)C. (2) Given the product [N:35]1([CH2:31][C:29]2[CH:28]=[N:27][N:26]([C:24]3[C:23]([CH3:33])=[CH:22][N:21]=[C:20]([NH:19][C:4]4[C:3]([O:2][CH3:1])=[CH:8][C:7]([C:9]5[CH2:10][CH2:11][N:12]([CH3:15])[CH2:13][CH:14]=5)=[C:6]([NH:16][C:3](=[O:2])[CH:4]=[CH2:5])[CH:5]=4)[N:25]=3)[CH:30]=2)[CH2:38][CH2:37][CH2:36]1, predict the reactants needed to synthesize it. The reactants are: [CH3:1][O:2][C:3]1[CH:8]=[C:7]([C:9]2[CH2:10][CH2:11][N:12]([CH3:15])[CH2:13][CH:14]=2)[C:6]([N+:16]([O-])=O)=[CH:5][C:4]=1[NH:19][C:20]1[N:25]=[C:24]([N:26]2[CH:30]=[C:29]([CH:31]=O)[CH:28]=[N:27]2)[C:23]([CH3:33])=[CH:22][N:21]=1.Cl.[NH:35]1[CH2:38][CH2:37][CH2:36]1. (3) Given the product [Cl:1][C:2]1[CH:7]=[CH:6][N:5]=[C:4]([C@H:8]([NH:12][S@:13]([C:15]([CH3:18])([CH3:17])[CH3:16])=[O:14])[CH2:9][CH:10]=[CH2:11])[C:3]=1[F:19], predict the reactants needed to synthesize it. The reactants are: [Cl:1][C:2]1[CH:7]=[CH:6][N:5]=[C:4]([C@@H:8]([NH:12][S@:13]([C:15]([CH3:18])([CH3:17])[CH3:16])=[O:14])[CH2:9][CH:10]=[CH2:11])[C:3]=1[F:19].ClC1C=CN=C(/C=N/[S@](C(C)(C)C)=O)C=1F.C([Mg]Br)C=C. (4) Given the product [NH:1]([C:6]([O:8][C:9]([CH3:12])([CH3:11])[CH3:10])=[O:7])[CH2:2][C:3]([O:5][N:14]1[C:19](=[O:20])[CH2:18][CH2:17][C:15]1=[O:16])=[O:4], predict the reactants needed to synthesize it. The reactants are: [NH:1]([C:6]([O:8][C:9]([CH3:12])([CH3:11])[CH3:10])=[O:7])[CH2:2][C:3]([OH:5])=[O:4].O[N:14]1[C:19](=[O:20])[CH2:18][CH2:17][C:15]1=[O:16].